From a dataset of Forward reaction prediction with 1.9M reactions from USPTO patents (1976-2016). Predict the product of the given reaction. (1) Given the reactants [Cl:1][C:2]1[CH:3]=[CH:4][CH:5]=[C:6]2[C:10]=1[C:9](=[O:11])[N:8]([C:12]1[CH:13]=[C:14]([CH:32]=[CH:33][CH:34]=1)[C:15]([NH:17][CH2:18][CH2:19]C1CCN(C3C=CN=CC=3)CC1)=[O:16])[CH2:7]2.[N:35]1([C:41]([N:43]2[CH2:47][CH2:46][CH2:45][CH2:44]2)=[O:42])CCN[CH2:37][CH2:36]1.ClC1C=CC=C2C=1C(=O)N(C1C=C(C=CC=1)C(O)=O)C2, predict the reaction product. The product is: [Cl:1][C:2]1[CH:3]=[CH:4][CH:5]=[C:6]2[C:10]=1[C:9](=[O:11])[N:8]([C:12]1[CH:34]=[CH:33][CH:32]=[C:14]([C:15]([N:17]3[CH2:37][CH2:36][N:35]([C:41]([N:43]4[CH2:47][CH2:46][CH2:45][CH2:44]4)=[O:42])[CH2:19][CH2:18]3)=[O:16])[CH:13]=1)[CH2:7]2. (2) Given the reactants Cl[C:2]1[N:7]=[C:6]([C:8]2[CH:16]=[CH:15][C:11]([C:12]([OH:14])=[O:13])=[CH:10][CH:9]=2)[CH:5]=[C:4]([S:17][CH3:18])[C:3]=1[C:19]#[N:20].[CH3:21][O:22][C:23]1[CH:24]=[C:25]2[C:30](=[CH:31][CH:32]=1)[CH:29]=[C:28](B(O)O)[CH:27]=[CH:26]2.P([O-])([O-])([O-])=O.[K+].[K+].[K+], predict the reaction product. The product is: [C:19]([C:3]1[C:4]([S:17][CH3:18])=[CH:5][C:6]([C:8]2[CH:16]=[CH:15][C:11]([C:12]([OH:14])=[O:13])=[CH:10][CH:9]=2)=[N:7][C:2]=1[C:28]1[CH:27]=[CH:26][C:25]2[C:30](=[CH:31][CH:32]=[C:23]([O:22][CH3:21])[CH:24]=2)[CH:29]=1)#[N:20]. (3) Given the reactants C(O/[CH:4]=[CH:5]/[C:6](=O)[CH:7]([F:9])[F:8])C.[N+]([O-])(O)=O.[Br:15][C:16]1[CH:17]=[C:18]([NH:23][C:24]([NH2:26])=[NH:25])[CH:19]=[C:20]([CH3:22])[CH:21]=1.C(=O)([O-])[O-].[K+].[K+], predict the reaction product. The product is: [Br:15][C:16]1[CH:17]=[C:18]([NH:23][C:24]2[N:26]=[C:6]([CH:7]([F:8])[F:9])[CH:5]=[CH:4][N:25]=2)[CH:19]=[C:20]([CH3:22])[CH:21]=1. (4) Given the reactants [S:1]1[CH:5]=[CH:4][C:3]([C:6]2[N:11]3[N:12]=[C:13]([NH2:15])[N:14]=[C:10]3[CH:9]=[CH:8][CH:7]=2)=[CH:2]1.Cl.[C:17](Cl)(=[O:24])[C:18]1[CH:23]=[CH:22][CH:21]=[N:20][CH:19]=1, predict the reaction product. The product is: [S:1]1[CH:5]=[CH:4][C:3]([C:6]2[N:11]3[N:12]=[C:13]([NH:15][C:17](=[O:24])[C:18]4[CH:23]=[CH:22][CH:21]=[N:20][CH:19]=4)[N:14]=[C:10]3[CH:9]=[CH:8][CH:7]=2)=[CH:2]1. (5) Given the reactants [C:1]1([S:7]([N:10]2[C:14]3=[N:15][CH:16]=[C:17]([S:19][CH2:20][CH3:21])[CH:18]=[C:13]3[CH:12]=[CH:11]2)(=[O:9])=[O:8])[CH:6]=[CH:5][CH:4]=[CH:3][CH:2]=1.[CH2:22]([Li])[CH2:23][CH2:24][CH3:25].[CH3:27][CH2:28][CH2:29]CCC.C1(C=[O:39])CCCC1, predict the reaction product. The product is: [C:1]1([S:7]([N:10]2[C:14]3=[N:15][CH:16]=[C:17]([S:19][CH2:20][CH3:21])[CH:18]=[C:13]3[CH:12]=[C:11]2[CH:22]([OH:39])[CH2:23][CH:24]2[CH2:25][CH2:29][CH2:28][CH2:27]2)(=[O:9])=[O:8])[CH:6]=[CH:5][CH:4]=[CH:3][CH:2]=1. (6) The product is: [F:26][C:17]1[CH:16]=[C:15]([C@H:11]([NH:10][C:8]([C:6]2[CH:5]=[C:4]([O:27][CH3:28])[N:3]=[C:2]([C:33]3[S:32][C:31]([O:30][CH3:29])=[N:35][CH:34]=3)[N:7]=2)=[O:9])[CH2:12][O:13][CH3:14])[CH:20]=[CH:19][C:18]=1[O:21][C:22]([F:25])([F:24])[F:23]. Given the reactants Cl[C:2]1[N:7]=[C:6]([C:8]([NH:10][C@@H:11]([C:15]2[CH:20]=[CH:19][C:18]([O:21][C:22]([F:25])([F:24])[F:23])=[C:17]([F:26])[CH:16]=2)[CH2:12][O:13][CH3:14])=[O:9])[CH:5]=[C:4]([O:27][CH3:28])[N:3]=1.[CH3:29][O:30][C:31]1[S:32][C:33](B(O)O)=[CH:34][N:35]=1.C1(P(C2CCCCC2)C2C=CC=CC=2C2C(OC)=CC=CC=2OC)CCCCC1.C(=O)([O-])[O-].[Cs+].[Cs+].CC(O)(CC)C, predict the reaction product. (7) Given the reactants O[C:2]1C=C([N+]([O-])=O)C=C[C:3]=1C(O)=O.S(Cl)(Cl)=O.[OH:18][C:19]1[CH:28]=[C:27]([N+:29]([O-:31])=[O:30])[CH:26]=[CH:25][C:20]=1[C:21]([O:23][CH3:24])=[O:22].C(=O)([O-])[O-].[K+].[K+].BrCC.Cl, predict the reaction product. The product is: [CH2:2]([O:18][C:19]1[CH:28]=[C:27]([N+:29]([O-:31])=[O:30])[CH:26]=[CH:25][C:20]=1[C:21]([O:23][CH3:24])=[O:22])[CH3:3].